This data is from Reaction yield outcomes from USPTO patents with 853,638 reactions. The task is: Predict the reaction yield, written as a fraction of the theoretical maximum amount of product (1.0 means a 100% yield; for example, 0.34 means a 34% yield). (1) The reactants are [CH2:1]1[C:7]2[CH:8]=[CH:9][CH:10]=[CH:11][C:6]=2[CH2:5][CH2:4][NH:3][CH2:2]1.N1C=CC=CC=1.[F:18][C:19]([F:30])([F:29])[C:20](O[C:20](=[O:21])[C:19]([F:30])([F:29])[F:18])=[O:21]. The catalyst is C(Cl)Cl. The product is [F:18][C:19]([F:30])([F:29])[C:20]([N:3]1[CH2:2][CH2:1][C:7]2[CH:8]=[CH:9][CH:10]=[CH:11][C:6]=2[CH2:5][CH2:4]1)=[O:21]. The yield is 0.630. (2) The reactants are [Cl-].[Li+].[C:3]([Si:7]([CH3:44])([CH3:43])[O:8][CH:9]([C:39]([CH3:42])([CH3:41])[CH3:40])[CH2:10][CH2:11][C:12]1[CH:17]=[CH:16][C:15]([C:18]([C:23]2[CH:28]=[CH:27][C:26](OS(C(F)(F)F)(=O)=O)=[C:25]([CH3:37])[CH:24]=2)([CH2:21][CH3:22])[CH2:19][CH3:20])=[CH:14][C:13]=1[CH3:38])([CH3:6])([CH3:5])[CH3:4].O.[C:46](OCC)(=O)[CH3:47].[CH2:52]([CH2:55][O:56][CH3:57])[O:53]C. The yield is 0.240. The product is [C:3]([Si:7]([CH3:44])([CH3:43])[O:8][CH:9]([C:39]([CH3:41])([CH3:42])[CH3:40])[CH2:10][CH2:11][C:12]1[CH:17]=[CH:16][C:15]([C:18]([C:23]2[CH:28]=[CH:27][C:26]([C:57]3[O:56][C:55]([CH:52]=[O:53])=[CH:47][CH:46]=3)=[C:25]([CH3:37])[CH:24]=2)([CH2:19][CH3:20])[CH2:21][CH3:22])=[CH:14][C:13]=1[CH3:38])([CH3:6])([CH3:5])[CH3:4]. The catalyst is C1(C=CC=CC=1)[P](C1C=CC=CC=1)(C1C=CC=CC=1)[Pd][P](C1C=CC=CC=1)(C1C=CC=CC=1)C1C=CC=CC=1. (3) The reactants are [Cl:1][C:2]1[C:10]2[N:6]([C:7]([CH2:14][CH2:15][O:16][CH3:17])=[CH:8][C:9]=2[C:11]([OH:13])=O)[CH:5]=[CH:4][CH:3]=1.[F:18][C:19]1([F:27])[CH2:24][CH2:23][CH:22]([CH2:25][NH2:26])[CH2:21][CH2:20]1.C1C=CC2N(O)N=NC=2C=1.CCN=C=NCCCN(C)C.CCN(CC)CC. The catalyst is CN(C=O)C.CCOC(C)=O. The product is [Cl:1][C:2]1[C:10]2[N:6]([C:7]([CH2:14][CH2:15][O:16][CH3:17])=[CH:8][C:9]=2[C:11]([NH:26][CH2:25][CH:22]2[CH2:23][CH2:24][C:19]([F:27])([F:18])[CH2:20][CH2:21]2)=[O:13])[CH:5]=[CH:4][CH:3]=1. The yield is 0.651. (4) The reactants are [O:1]([C:8]1[CH:13]=[CH:12][C:11]([CH:14]([NH2:16])[CH3:15])=[CH:10][CH:9]=1)[C:2]1[CH:7]=[CH:6][CH:5]=[CH:4][CH:3]=1.C[O:18][C:19](=O)[C:20]1[CH:25]=[CH:24][CH:23]=[CH:22][C:21]=1[CH2:26]Br.C([O-])([O-])=O.[K+].[K+].C(OCC)(=O)C. The catalyst is C1(C)C=CC=CC=1. The product is [O:1]([C:8]1[CH:9]=[CH:10][C:11]([CH:14]([N:16]2[CH2:26][C:21]3[C:20](=[CH:25][CH:24]=[CH:23][CH:22]=3)[C:19]2=[O:18])[CH3:15])=[CH:12][CH:13]=1)[C:2]1[CH:7]=[CH:6][CH:5]=[CH:4][CH:3]=1. The yield is 0.440. (5) The reactants are C1(C2C=CC([N:13]([CH2:25][C:26]3[CH:31]=[CH:30][C:29]([CH:32]([OH:39])[CH2:33][C:34]4[N:35]=[N:36][NH:37][N:38]=4)=[CH:28][CH:27]=3)[C:14]([NH:16][C:17]3[CH:22]=[C:21]([Cl:23])[CH:20]=[C:19]([Cl:24])[CH:18]=3)=[O:15])=CC=2)CCCCC=1.C(O[C:44](=[O:46])[CH3:45])(=O)C.[CH2:47](O)[CH3:48]. The catalyst is C(Cl)Cl. The product is [C:17]1([C:48]2[CH:47]=[CH:28][C:27]([CH:25]([NH:13][C:14]([NH:16][C:17]3[CH:18]=[C:19]([Cl:24])[CH:20]=[C:21]([Cl:23])[CH:22]=3)=[O:15])[C:26]3[CH:31]=[CH:30][C:29]([CH:32]([O:39][C:44](=[O:46])[CH3:45])[CH2:33][C:34]4[N:35]=[N:36][NH:37][N:38]=4)=[CH:28][CH:27]=3)=[CH:26][CH:25]=2)[CH2:22][CH2:21][CH2:20][CH2:19][CH:18]=1. The yield is 1.00. (6) The reactants are CS/[C:3](=[N:9]\[C:10](=O)[CH:11]=[C:12]([CH3:14])[CH3:13])/[N:4]1[CH2:8][CH2:7][CH2:6][CH2:5]1.[CH3:16][NH:17][NH2:18]. No catalyst specified. The product is [CH3:16][N:17]1[C:10]([CH:11]=[C:12]([CH3:14])[CH3:13])=[N:9][C:3]([N:4]2[CH2:8][CH2:7][CH2:6][CH2:5]2)=[N:18]1. The yield is 1.06. (7) The reactants are [C:1]([C:3]1[C:4](F)=[C:5]([F:22])[CH:6]=[C:7]2[C:12]=1[N:11]([CH:13]1[CH2:15][CH2:14]1)[C:10]([C:16]([O:18][CH2:19][CH3:20])=[O:17])=[CH:9][C:8]2=[O:21])#[N:2].Cl.Cl.[NH2:26][CH2:27][C:28]12[CH2:35][NH:34][CH2:33][CH:32]1[CH2:31][CH2:30][O:29]2.C(N(CC)CC)C. The catalyst is C(#N)C. The product is [NH2:26][CH2:27][C:28]12[CH2:35][N:34]([C:4]3[C:3]([C:1]#[N:2])=[C:12]4[C:7]([C:8](=[O:21])[CH:9]=[C:10]([C:16]([O:18][CH2:19][CH3:20])=[O:17])[N:11]4[CH:13]4[CH2:15][CH2:14]4)=[CH:6][C:5]=3[F:22])[CH2:33][CH:32]1[CH2:31][CH2:30][O:29]2. The yield is 0.860.